Dataset: Forward reaction prediction with 1.9M reactions from USPTO patents (1976-2016). Task: Predict the product of the given reaction. (1) Given the reactants [OH:1][C:2]1[CH:3]=[C:4]([C:14]2[N:18]3[CH2:19][CH2:20][CH2:21][C:22]([O:28][C:29]4[CH:34]=[C:33]([F:35])[C:32]([F:36])=[C:31]([F:37])[CH:30]=4)([C:23]([O:25][CH2:26][CH3:27])=[O:24])[C:17]3=[N:16][N:15]=2)[CH:5]=[CH:6][C:7]=1[C:8]1[O:12][C:11]([CH3:13])=[N:10][CH:9]=1.C1C=CC(N([S:45]([C:48]([F:51])([F:50])[F:49])(=[O:47])=[O:46])[S:45]([C:48]([F:51])([F:50])[F:49])(=[O:47])=[O:46])=CC=1.C(N(CC)CC)C, predict the reaction product. The product is: [CH3:13][C:11]1[O:12][C:8]([C:7]2[CH:6]=[CH:5][C:4]([C:14]3[N:18]4[CH2:19][CH2:20][CH2:21][C:22]([O:28][C:29]5[CH:30]=[C:31]([F:37])[C:32]([F:36])=[C:33]([F:35])[CH:34]=5)([C:23]([O:25][CH2:26][CH3:27])=[O:24])[C:17]4=[N:16][N:15]=3)=[CH:3][C:2]=2[O:1][S:45]([C:48]([F:51])([F:50])[F:49])(=[O:47])=[O:46])=[CH:9][N:10]=1. (2) Given the reactants [F:1][C:2]1[CH:7]=[CH:6][C:5]([CH:8]=[O:9])=[CH:4][N:3]=1.[CH2:10]([Mg]Br)[CH2:11][CH:12]=[CH2:13].C([O-])(O)=O.[Na+].O, predict the reaction product. The product is: [F:1][C:2]1[N:3]=[CH:4][C:5]([CH:8]([OH:9])[CH2:13][CH2:12][CH:11]=[CH2:10])=[CH:6][CH:7]=1. (3) Given the reactants O.Cl.[NH2:3][C@H:4]([C:7]([OH:9])=[O:8])[CH2:5][SH:6].C([O-])(=O)C.[K+].CO.[N:17]1[CH:22]=[CH:21][CH:20]=[C:19]([CH:23]=O)[CH:18]=1, predict the reaction product. The product is: [N:17]1[CH:22]=[CH:21][CH:20]=[C:19]([C@@H:23]2[NH:3][CH:4]([C:7]([OH:9])=[O:8])[CH2:5][S:6]2)[CH:18]=1.